The task is: Predict the reactants needed to synthesize the given product.. This data is from Full USPTO retrosynthesis dataset with 1.9M reactions from patents (1976-2016). (1) Given the product [C:25]([CH2:24][C:21]1([N:11]2[CH:12]=[C:13]([C:14]([NH2:16])=[O:15])[C:9]([NH:8][C:5]3[CH:4]=[CH:3][C:2]([F:1])=[CH:7][CH:6]=3)=[N:10]2)[CH2:22][CH2:23][S:18][CH2:19][CH2:20]1)#[N:26], predict the reactants needed to synthesize it. The reactants are: [F:1][C:2]1[CH:7]=[CH:6][C:5]([NH:8][C:9]2[C:13]([C:14]([NH2:16])=[O:15])=[CH:12][NH:11][N:10]=2)=[CH:4][CH:3]=1.O=[S:18]1(=O)[CH2:23][CH2:22][C:21](=[CH:24][C:25]#[N:26])[CH2:20][CH2:19]1.C1CCN2C(=NCCC2)CC1. (2) Given the product [CH:1]1([C:4]([NH:6][C:7]2[S:11][C:10]3[CH:12]=[C:13]([O:16][CH2:21][CH3:22])[CH:14]=[CH:15][C:9]=3[C:8]=2[C:17]([NH2:19])=[O:18])=[O:5])[CH2:2][CH2:3]1, predict the reactants needed to synthesize it. The reactants are: [CH:1]1([C:4]([NH:6][C:7]2[S:11][C:10]3[CH2:12][C:13](=[O:16])[CH2:14][CH2:15][C:9]=3[C:8]=2[C:17]([NH2:19])=[O:18])=[O:5])[CH2:3][CH2:2]1.O.[CH3:21][C:22]#N.